Dataset: NCI-60 drug combinations with 297,098 pairs across 59 cell lines. Task: Regression. Given two drug SMILES strings and cell line genomic features, predict the synergy score measuring deviation from expected non-interaction effect. (1) Drug 1: COC1=C(C=C2C(=C1)N=CN=C2NC3=CC(=C(C=C3)F)Cl)OCCCN4CCOCC4. Drug 2: C(=O)(N)NO. Cell line: IGROV1. Synergy scores: CSS=47.3, Synergy_ZIP=3.55, Synergy_Bliss=2.75, Synergy_Loewe=-22.1, Synergy_HSA=4.42. (2) Drug 1: CS(=O)(=O)C1=CC(=C(C=C1)C(=O)NC2=CC(=C(C=C2)Cl)C3=CC=CC=N3)Cl. Drug 2: COC1=NC(=NC2=C1N=CN2C3C(C(C(O3)CO)O)O)N. Cell line: SK-OV-3. Synergy scores: CSS=2.86, Synergy_ZIP=2.14, Synergy_Bliss=5.35, Synergy_Loewe=0.877, Synergy_HSA=2.82.